From a dataset of Forward reaction prediction with 1.9M reactions from USPTO patents (1976-2016). Predict the product of the given reaction. (1) The product is: [F:33][C:34]([F:45])([F:44])[C:35]([N:11]([CH2:12][CH:13]1[CH2:18][CH2:17][N:16]([C:19]([O:21][C:22]([CH3:25])([CH3:24])[CH3:23])=[O:20])[CH2:15][CH2:14]1)[C@@H:9]1[CH2:10][C@H:8]1[C:5]1[CH:4]=[CH:3][C:2]([I:1])=[CH:7][CH:6]=1)=[O:36]. Given the reactants [I:1][C:2]1[CH:7]=[CH:6][C:5]([C@@H:8]2[CH2:10][C@H:9]2[NH:11][CH2:12][CH:13]2[CH2:18][CH2:17][N:16]([C:19]([O:21][C:22]([CH3:25])([CH3:24])[CH3:23])=[O:20])[CH2:15][CH2:14]2)=[CH:4][CH:3]=1.C(N(CC)CC)C.[F:33][C:34]([F:45])([F:44])[C:35](O[C:35](=[O:36])[C:34]([F:45])([F:44])[F:33])=[O:36], predict the reaction product. (2) Given the reactants [H-].[Na+].[OH:3][C:4]1[CH:11]=[CH:10][C:7]([CH:8]=[O:9])=[CH:6][CH:5]=1.Br[CH2:13][CH:14]1[CH2:17][CH2:16][CH2:15]1.Cl, predict the reaction product. The product is: [CH:14]1([CH2:13][O:3][C:4]2[CH:11]=[CH:10][C:7]([CH:8]=[O:9])=[CH:6][CH:5]=2)[CH2:17][CH2:16][CH2:15]1. (3) Given the reactants [C:1]1([C:7]([C:15]2[CH:20]=[CH:19][CH:18]=[CH:17][CH:16]=2)([CH:9]2[CH2:14][CH2:13][NH:12][CH2:11][CH2:10]2)[OH:8])[CH:6]=[CH:5][CH:4]=[CH:3][CH:2]=1.Br[CH2:22][CH2:23][C:24]1[CH:29]=[CH:28][C:27]([C:30]([F:33])([F:32])[F:31])=[CH:26][CH:25]=1.C(#N)C, predict the reaction product. The product is: [C:1]1([C:7]([C:15]2[CH:20]=[CH:19][CH:18]=[CH:17][CH:16]=2)([CH:9]2[CH2:14][CH2:13][N:12]([CH2:22][CH2:23][C:24]3[CH:25]=[CH:26][C:27]([C:30]([F:31])([F:32])[F:33])=[CH:28][CH:29]=3)[CH2:11][CH2:10]2)[OH:8])[CH:2]=[CH:3][CH:4]=[CH:5][CH:6]=1.